Dataset: Reaction yield outcomes from USPTO patents with 853,638 reactions. Task: Predict the reaction yield, written as a fraction of the theoretical maximum amount of product (1.0 means a 100% yield; for example, 0.34 means a 34% yield). (1) The reactants are FC(F)(F)C(O)=O.O[C:9]1([C:22]2[CH:27]=[CH:26][C:25]([O:28][CH3:29])=[CH:24][CH:23]=2)[CH2:14][CH2:13][N:12](C(OC(C)(C)C)=O)[CH2:11][CH2:10]1.[Cl:30]CCl. No catalyst specified. The product is [ClH:30].[CH3:29][O:28][C:25]1[CH:24]=[CH:23][C:22]([C:9]2[CH2:14][CH2:13][NH:12][CH2:11][CH:10]=2)=[CH:27][CH:26]=1. The yield is 0.730. (2) The reactants are [CH2:1]([O:8][C:9](=[O:15])[CH:10]([CH2:12][O:13][CH3:14])[NH2:11])[C:2]1[CH:7]=[CH:6][CH:5]=[CH:4][CH:3]=1.C(N[C@H](C(O)=O)CCSC)(=O)C.C([O-])([O-])=O.[Na+].[Na+]. The catalyst is CC(C)CC(=O)C. The product is [CH2:1]([O:8][C:9](=[O:15])[C@@H:10]([CH2:12][O:13][CH3:14])[NH2:11])[C:2]1[CH:7]=[CH:6][CH:5]=[CH:4][CH:3]=1. The yield is 0.660. (3) The reactants are [Cl:1][C:2]1[C:7]([N+:8]([O-:10])=[O:9])=[CH:6][CH:5]=[C:4]([O:11][C:12]2([S:15][C:16]3[CH:21]=[CH:20][CH:19]=[CH:18][CH:17]=3)[CH2:14][CH2:13]2)[N:3]=1.C1C=C(Cl)C=C(C(OO)=[O:30])C=1.[OH2:33]. The catalyst is C(Cl)Cl. The product is [C:16]1([S:15]([C:12]2([O:11][C:4]3[N:3]=[C:2]([Cl:1])[C:7]([N+:8]([O-:10])=[O:9])=[CH:6][CH:5]=3)[CH2:13][CH2:14]2)(=[O:30])=[O:33])[CH:17]=[CH:18][CH:19]=[CH:20][CH:21]=1. The yield is 0.990. (4) The reactants are [Br:1][C:2]1[CH:3]=[C:4]([CH:6]=[CH:7][C:8]=1[CH3:9])[NH2:5].Cl[C:11]1[CH:16]=[CH:15][CH:14]=[CH:13][N:12]=1. No catalyst specified. The product is [Br:1][C:2]1[CH:3]=[C:4]([NH:5][C:11]2[CH:16]=[CH:15][CH:14]=[CH:13][N:12]=2)[CH:6]=[CH:7][C:8]=1[CH3:9]. The yield is 0.650. (5) The reactants are [CH3:1][O:2][CH2:3][O:4][CH:5]1[CH2:30][CH2:29][C@@:28]2([CH3:31])[CH:7]([C:8](=[O:33])[O:9][C:10]3[C@H:11]4[C@:24]([CH3:32])([CH2:25][CH2:26][C:27]=32)[C@@H:14]([C@H:15]([CH3:23])[CH2:16][CH2:17][CH2:18][CH:19]([CH3:22])[CH2:20][OH:21])[CH2:13][CH2:12]4)[CH2:6]1.C[N+]1([O-])CCOCC1. The catalyst is [Ru]([O-])(=O)(=O)=O.C([N+](CCC)(CCC)CCC)CC.ClCCl. The product is [CH3:1][O:2][CH2:3][O:4][CH:5]1[CH2:30][CH2:29][C@@:28]2([CH3:31])[CH:7]([C:8](=[O:33])[O:9][C:10]3[C@H:11]4[C@:24]([CH3:32])([CH2:25][CH2:26][C:27]=32)[C@@H:14]([C@H:15]([CH3:23])[CH2:16][CH2:17][CH2:18][CH:19]([CH3:22])[CH:20]=[O:21])[CH2:13][CH2:12]4)[CH2:6]1. The yield is 0.420. (6) The product is [OH:8][CH2:7][C:6]1[CH:10]=[CH:11][C:3]([C:1]#[N:2])=[N:4][CH:5]=1. The reactants are [C:1]([C:3]1[CH:11]=[CH:10][C:6]([C:7](O)=[O:8])=[CH:5][N:4]=1)#[N:2].CCN(CC)CC.ClC(OCC)=O.[BH4-].[Na+]. The yield is 0.200. The catalyst is C1COCC1. (7) The reactants are [OH-].[NH4+:2].[F:3][C:4]1[C:12]([F:13])=[C:11](F)[C:10]([N+:15]([O-:17])=[O:16])=[CH:9][C:5]=1[C:6]([OH:8])=[O:7].Cl. The catalyst is O. The product is [NH2:2][C:11]1[C:10]([N+:15]([O-:17])=[O:16])=[CH:9][C:5]([C:6]([OH:8])=[O:7])=[C:4]([F:3])[C:12]=1[F:13]. The yield is 0.950.